Regression. Given a peptide amino acid sequence and an MHC pseudo amino acid sequence, predict their binding affinity value. This is MHC class II binding data. From a dataset of Peptide-MHC class II binding affinity with 134,281 pairs from IEDB. (1) The peptide sequence is EEIRRIWRQANNGDD. The MHC is DRB1_1101 with pseudo-sequence DRB1_1101. The binding affinity (normalized) is 0.586. (2) The peptide sequence is GYKVLVLNPSVAATLGFGAY. The MHC is DRB1_0802 with pseudo-sequence DRB1_0802. The binding affinity (normalized) is 0.595. (3) The peptide sequence is SVRIRVRSGGHDYEG. The MHC is DRB1_0301 with pseudo-sequence DRB1_0301. The binding affinity (normalized) is 0.0345. (4) The peptide sequence is ASTGGAYESYKFIPA. The MHC is HLA-DPA10103-DPB10201 with pseudo-sequence HLA-DPA10103-DPB10201. The binding affinity (normalized) is 0.566. (5) The peptide sequence is RNFMVQVVLSSMINP. The MHC is DRB1_0101 with pseudo-sequence DRB1_0101. The binding affinity (normalized) is 0.708. (6) The peptide sequence is KQENWNTDIKTLKFD. The MHC is DRB3_0301 with pseudo-sequence DRB3_0301. The binding affinity (normalized) is 0.394.